Dataset: Reaction yield outcomes from USPTO patents with 853,638 reactions. Task: Predict the reaction yield, written as a fraction of the theoretical maximum amount of product (1.0 means a 100% yield; for example, 0.34 means a 34% yield). (1) The reactants are [O:1]1[C:5]2([CH2:10][CH2:9][C:8](=[O:11])[CH2:7][CH2:6]2)[O:4][CH2:3][CH2:2]1.[BH4-].[Na+]. The catalyst is CO. The product is [O:1]1[C:5]2([CH2:10][CH2:9][CH:8]([OH:11])[CH2:7][CH2:6]2)[O:4][CH2:3][CH2:2]1. The yield is 0.880. (2) The reactants are [C:1]1([CH2:7][S:8](Cl)(=[O:10])=[O:9])[CH:6]=[CH:5][CH:4]=[CH:3][CH:2]=1.[Br:12][C:13]1[CH:18]=[CH:17][C:16]([C@@H:19]([NH2:21])[CH3:20])=[CH:15][CH:14]=1.C(N(CC)CC)C. The catalyst is ClCCl. The product is [Br:12][C:13]1[CH:18]=[CH:17][C:16]([C@@H:19]([NH:21][S:8]([CH2:7][C:1]2[CH:6]=[CH:5][CH:4]=[CH:3][CH:2]=2)(=[O:10])=[O:9])[CH3:20])=[CH:15][CH:14]=1. The yield is 0.710. (3) The reactants are [Br:1][C:2]1[CH:7]=[C:6]([N+:8]([O-:10])=[O:9])[C:5]([CH3:11])=[CH:4][C:3]=1[O:12][CH3:13].C[O:15]C(OC)N(C)C.I([O-])(=O)(=O)=O.[Na+]. The catalyst is CN(C)C=O.O. The product is [Br:1][C:2]1[C:3]([O:12][CH3:13])=[CH:4][C:5]([CH:11]=[O:15])=[C:6]([N+:8]([O-:10])=[O:9])[CH:7]=1. The yield is 0.190. (4) The reactants are [O-]P([O-])([O-])=O.[K+].[K+].[K+].I[C:10]1[CH:11]=[C:12]([CH3:17])[CH:13]=[C:14]([CH3:16])[CH:15]=1.[NH2:18][C:19]1[CH:24]=[CH:23][C:22]([CH2:25][CH2:26][NH2:27])=[CH:21][CH:20]=1.C(O)CO.N. The catalyst is O.[Cu]I.C(O)(C)C. The product is [NH2:18][C:19]1[CH:24]=[CH:23][C:22]([CH:25]([C:10]2[CH:11]=[C:12]([CH3:17])[CH:13]=[C:14]([CH3:16])[CH:15]=2)[CH2:26][NH2:27])=[CH:21][CH:20]=1. The yield is 0.690.